This data is from Catalyst prediction with 721,799 reactions and 888 catalyst types from USPTO. The task is: Predict which catalyst facilitates the given reaction. (1) Reactant: [CH3:1][NH:2][C@@H:3]([C:27]1[CH:32]=[CH:31][CH:30]=[CH:29][CH:28]=1)[CH2:4][N:5]1[CH2:9][CH2:8][C@H:7]([O:10][CH2:11][CH2:12][O:13][CH2:14][CH2:15][O:16][CH2:17][CH2:18][O:19][CH2:20][CH2:21][O:22][CH2:23][CH2:24][O:25][CH3:26])[CH2:6]1.[C:33]1([CH:39]([C:43]2[CH:48]=[CH:47][CH:46]=[CH:45][CH:44]=2)[C:40](Cl)=[O:41])[CH:38]=[CH:37][CH:36]=[CH:35][CH:34]=1.C(N(CC)C(C)C)(C)C. Product: [CH3:1][N:2]([C@@H:3]([C:27]1[CH:28]=[CH:29][CH:30]=[CH:31][CH:32]=1)[CH2:4][N:5]1[CH2:9][CH2:8][C@H:7]([O:10][CH2:11][CH2:12][O:13][CH2:14][CH2:15][O:16][CH2:17][CH2:18][O:19][CH2:20][CH2:21][O:22][CH2:23][CH2:24][O:25][CH3:26])[CH2:6]1)[C:40](=[O:41])[CH:39]([C:33]1[CH:38]=[CH:37][CH:36]=[CH:35][CH:34]=1)[C:43]1[CH:48]=[CH:47][CH:46]=[CH:45][CH:44]=1. The catalyst class is: 4. (2) Reactant: [O-][CH2:2]C.[Na+].[C:5]([O:9][CH2:10][CH3:11])(=[O:8])[CH2:6][SH:7].Cl[C:13]1[N:17](C)[C:16]([CH2:19][O:20][CH3:21])=[N:15][C:14]=1[CH:22]=O. Product: [CH3:2][N:15]1[C:14]2[CH:22]=[C:6]([C:5]([O:9][CH2:10][CH3:11])=[O:8])[S:7][C:13]=2[N:17]=[C:16]1[CH2:19][O:20][CH3:21]. The catalyst class is: 8. (3) Reactant: [C:1]([NH:4][C:5]1[CH:37]=[CH:36][C:8]([CH2:9][NH:10][C:11]2[C:20]3[C:19]([CH3:21])=[N:18][CH:17]=[N:16][C:15]=3[N:14]([O:22][CH2:23][C:24]3[CH:29]=[CH:28][CH:27]=[CH:26][CH:25]=3)[C:13](=[O:30])[C:12]=2C(OCC)=O)=[CH:7][CH:6]=1)(=[O:3])[CH3:2].[OH-].[Na+]. Product: [CH2:23]([O:22][N:14]1[C:15]2[N:16]=[CH:17][N:18]=[C:19]([CH3:21])[C:20]=2[C:11]([NH:10][CH2:9][C:8]2[CH:7]=[CH:6][C:5]([NH:4][C:1](=[O:3])[CH3:2])=[CH:37][CH:36]=2)=[CH:12][C:13]1=[O:30])[C:24]1[CH:29]=[CH:28][CH:27]=[CH:26][CH:25]=1. The catalyst class is: 5. (4) Reactant: [NH2:1][C@H:2]([C:12]1[C:17]([C:18]2[CH:19]=[CH:20][C:21]([F:27])=[C:22]([CH:26]=2)[C:23]([NH2:25])=[O:24])=[CH:16][CH:15]=[CH:14][N:13]=1)[CH2:3][C:4]1[CH:9]=[C:8]([F:10])[CH:7]=[C:6]([F:11])[CH:5]=1.CCN(C(C)C)C(C)C.[Cl:37][CH2:38][C:39](Cl)=[O:40]. Product: [Cl:37][CH2:38][C:39]([NH:1][C@H:2]([C:12]1[C:17]([C:18]2[CH:19]=[CH:20][C:21]([F:27])=[C:22]([CH:26]=2)[C:23]([NH2:25])=[O:24])=[CH:16][CH:15]=[CH:14][N:13]=1)[CH2:3][C:4]1[CH:5]=[C:6]([F:11])[CH:7]=[C:8]([F:10])[CH:9]=1)=[O:40]. The catalyst class is: 2. (5) Reactant: C1N=C[N:3](C(N2C=NC=C2)=O)C=1.[C:13]([C:17]1[CH:18]=[C:19]([C:27]2[C:32]([CH2:33][CH:34]3[CH2:39][CH2:38][CH2:37][CH2:36][CH2:35]3)=[CH:31][CH:30]=[C:29]([C:40]([OH:42])=O)[CH:28]=2)[CH:20]=[C:21]([C:23]([CH3:26])([CH3:25])[CH3:24])[CH:22]=1)([CH3:16])([CH3:15])[CH3:14].N. Product: [C:13]([C:17]1[CH:18]=[C:19]([C:27]2[C:32]([CH2:33][CH:34]3[CH2:39][CH2:38][CH2:37][CH2:36][CH2:35]3)=[CH:31][CH:30]=[C:29]([C:40]([NH2:3])=[O:42])[CH:28]=2)[CH:20]=[C:21]([C:23]([CH3:26])([CH3:25])[CH3:24])[CH:22]=1)([CH3:16])([CH3:15])[CH3:14]. The catalyst class is: 1. (6) Reactant: [C:1]([O:5][C:6]([N:8]1[CH2:13][CH2:12][N:11]([C:14]2[N:19]=[CH:18][C:17]([O:20][CH2:21][C:22]3[CH:30]=[CH:29][C:25]([C:26]([OH:28])=O)=[CH:24][CH:23]=3)=[CH:16][N:15]=2)[CH2:10][CH2:9]1)=[O:7])([CH3:4])([CH3:3])[CH3:2].[CH3:31][NH:32][CH2:33][CH2:34][OH:35].O.[Cl-].COC1N=C(OC)N=C([N+]2(C)CCOCC2)N=1. Product: [OH:35][CH2:34][CH2:33][N:32]([CH3:31])[C:26]([C:25]1[CH:24]=[CH:23][C:22]([CH2:21][O:20][C:17]2[CH:16]=[N:15][C:14]([N:11]3[CH2:10][CH2:9][N:8]([C:6]([O:5][C:1]([CH3:2])([CH3:4])[CH3:3])=[O:7])[CH2:13][CH2:12]3)=[N:19][CH:18]=2)=[CH:30][CH:29]=1)=[O:28]. The catalyst class is: 7. (7) The catalyst class is: 105. Product: [C:1]([O:5][C:6](=[O:38])[NH:7][C@@H:8]([CH2:28][CH2:29][NH2:30])[CH2:9][O:10][Si:11]([C:24]([CH3:26])([CH3:25])[CH3:27])([C:18]1[CH:23]=[CH:22][CH:21]=[CH:20][CH:19]=1)[C:12]1[CH:13]=[CH:14][CH:15]=[CH:16][CH:17]=1)([CH3:4])([CH3:2])[CH3:3]. Reactant: [C:1]([O:5][C:6](=[O:38])[NH:7][C@@H:8]([CH2:28][CH2:29][NH:30]CC1C=CC=CC=1)[CH2:9][O:10][Si:11]([C:24]([CH3:27])([CH3:26])[CH3:25])([C:18]1[CH:23]=[CH:22][CH:21]=[CH:20][CH:19]=1)[C:12]1[CH:17]=[CH:16][CH:15]=[CH:14][CH:13]=1)([CH3:4])([CH3:3])[CH3:2].C([O-])=O.[NH4+]. (8) Product: [Cl:1][C:2]1[CH:7]=[CH:6][C:5]([C:8]2[CH2:13][CH2:12][N:11]([C:14]3[N:19]=[CH:18][N:17]([CH2:20][N:21]4[CH:25]=[CH:24][C:23]([C:26]([F:27])([F:28])[F:29])=[N:22]4)[C:16](=[O:30])[N:15]=3)[CH2:10][CH:9]=2)=[CH:4][CH:3]=1. The catalyst class is: 4. Reactant: [Cl:1][C:2]1[CH:7]=[CH:6][C:5]([C:8]2(O)[CH2:13][CH2:12][N:11]([C:14]3[N:19]=[CH:18][N:17]([CH2:20][N:21]4[CH:25]=[CH:24][C:23]([C:26]([F:29])([F:28])[F:27])=[N:22]4)[C:16](=[O:30])[N:15]=3)[CH2:10][CH2:9]2)=[CH:4][CH:3]=1.FC(F)(F)C(O)=O. (9) Reactant: [Cl:1][C:2]1[CH:7]=[CH:6][C:5]([O:8][C:9]2[C:14]([F:15])=[CH:13][C:12]([CH2:16][CH2:17][O:18][C:19]3[NH:20][CH:21]=[C:22]([CH2:26][C:27]4[CH:28]=[N:29][CH:30]=[N:31][CH:32]=4)[C:23](=[O:25])[N:24]=3)=[CH:11][C:10]=2[F:33])=[CH:4][C:3]=1[C:34]([F:37])([F:36])[F:35].[CH3:38]CN(C(C)C)C(C)C.CI. Product: [Cl:1][C:2]1[CH:7]=[CH:6][C:5]([O:8][C:9]2[C:14]([F:15])=[CH:13][C:12]([CH2:16][CH2:17][O:18][C:19]3[N:20]([CH3:38])[CH:21]=[C:22]([CH2:26][C:27]4[CH:32]=[N:31][CH:30]=[N:29][CH:28]=4)[C:23](=[O:25])[N:24]=3)=[CH:11][C:10]=2[F:33])=[CH:4][C:3]=1[C:34]([F:35])([F:36])[F:37]. The catalyst class is: 2.